From a dataset of Reaction yield outcomes from USPTO patents with 853,638 reactions. Predict the reaction yield, written as a fraction of the theoretical maximum amount of product (1.0 means a 100% yield; for example, 0.34 means a 34% yield). (1) The reactants are [CH3:1][C:2]1[N:3]([S:18]([C:21]2[CH:22]=[N:23][CH:24]=[CH:25][CH:26]=2)(=[O:20])=[O:19])[C:4]([C:12]2[CH:17]=[CH:16][CH:15]=[CH:14][CH:13]=2)=[CH:5][C:6]=1[C:7](OCC)=[O:8].[H-].C([Al+]CC(C)C)C(C)C.O.C(OC(=O)C)C. The catalyst is O1CCCC1.C1(C)C=CC=CC=1. The product is [CH3:1][C:2]1[N:3]([S:18]([C:21]2[CH:22]=[N:23][CH:24]=[CH:25][CH:26]=2)(=[O:19])=[O:20])[C:4]([C:12]2[CH:13]=[CH:14][CH:15]=[CH:16][CH:17]=2)=[CH:5][C:6]=1[CH:7]=[O:8]. The yield is 0.270. (2) The reactants are [Cl:1][C:2]1[CH:3]=[C:4]([C:9]2[N:13]([CH3:14])[N:12]=[C:11]([C:15](=O)[CH3:16])[C:10]=2[OH:18])[CH:5]=[CH:6][C:7]=1[Cl:8].[NH:19]([C:21]([NH:23][C:24]1[CH:32]=[CH:31][C:27]([C:28]([OH:30])=[O:29])=[CH:26][CH:25]=1)=[S:22])[NH2:20].CN(C)C=O. The catalyst is Cl.O. The product is [Cl:1][C:2]1[CH:3]=[C:4]([C:9]2[N:13]([CH3:14])[N:12]=[C:11]([C:15](=[N:20][NH:19][C:21]([NH:23][C:24]3[CH:32]=[CH:31][C:27]([C:28]([OH:30])=[O:29])=[CH:26][CH:25]=3)=[S:22])[CH3:16])[C:10]=2[OH:18])[CH:5]=[CH:6][C:7]=1[Cl:8]. The yield is 0.590. (3) The reactants are C(N(CC)C(C)C)(C)C.[F:10][CH2:11][CH2:12][N:13]1[C:25]2[CH2:24][CH2:23][CH:22]([CH:26]3[CH2:31][CH2:30][O:29][CH2:28][CH2:27]3)[CH2:21][C:20]=2[C:19]2[C:14]1=[CH:15][CH:16]=[C:17]([C:32](O)=[O:33])[CH:18]=2.Cl.[CH2:36]([NH:38][C:39](=[O:45])[CH2:40][CH2:41][CH2:42][NH:43][CH3:44])[CH3:37].CN(C(ON1N=NC2C=CC=NC1=2)=[N+](C)C)C.F[P-](F)(F)(F)(F)F. The catalyst is CN(C=O)C. The product is [CH2:36]([NH:38][C:39](=[O:45])[CH2:40][CH2:41][CH2:42][N:43]([CH3:44])[C:32]([C:17]1[CH:18]=[C:19]2[C:14](=[CH:15][CH:16]=1)[N:13]([CH2:12][CH2:11][F:10])[C:25]1[CH2:24][CH2:23][CH:22]([CH:26]3[CH2:27][CH2:28][O:29][CH2:30][CH2:31]3)[CH2:21][C:20]2=1)=[O:33])[CH3:37]. The yield is 0.170. (4) The reactants are Cl[C:2]1[N:7]=[C:6]([NH:8][C:9]2[CH:14]=[CH:13][C:12]([P:15]([CH3:18])([CH3:17])=[O:16])=[CH:11][CH:10]=2)[C:5]([Cl:19])=[CH:4][N:3]=1.[CH3:20][O:21][C:22]1[CH:28]=[C:27]([N:29]2[CH2:34][CH2:33][CH:32]([N:35]3[CH2:40][CH2:39][N:38]([CH3:41])[CH2:37][CH2:36]3)[CH2:31][CH2:30]2)[CH:26]=[CH:25][C:23]=1[NH2:24].C(=O)(O)[O-].[Na+]. The catalyst is COCCO. The product is [Cl:19][C:5]1[C:6]([NH:8][C:9]2[CH:14]=[CH:13][C:12]([P:15]([CH3:18])([CH3:17])=[O:16])=[CH:11][CH:10]=2)=[N:7][C:2]([NH:24][C:23]2[CH:25]=[CH:26][C:27]([N:29]3[CH2:34][CH2:33][CH:32]([N:35]4[CH2:36][CH2:37][N:38]([CH3:41])[CH2:39][CH2:40]4)[CH2:31][CH2:30]3)=[CH:28][C:22]=2[O:21][CH3:20])=[N:3][CH:4]=1. The yield is 0.200. (5) The reactants are [F:1][C:2]1[CH:17]=[CH:16][C:5]2[N:6]([CH2:11][C@H:12]([CH3:15])[CH2:13]I)[C:7](=[O:10])[CH2:8][O:9][C:4]=2[CH:3]=1.[CH2:18]([CH:23]1[CH2:29][CH:28]2[NH:30][CH:25]([CH2:26][CH2:27]2)[CH2:24]1)[CH2:19][CH2:20][CH2:21][CH3:22]. The catalyst is CCCCCCC.CCOC(C)=O. The product is [F:1][C:2]1[CH:17]=[CH:16][C:5]2[N:6]([CH2:11][C@H:12]([CH3:15])[CH2:13][N:30]3[CH:25]4[CH2:26][CH2:27][CH:28]3[CH2:29][CH:23]([CH2:18][CH2:19][CH2:20][CH2:21][CH3:22])[CH2:24]4)[C:7](=[O:10])[CH2:8][O:9][C:4]=2[CH:3]=1. The yield is 0.290. (6) The reactants are [CH3:1][NH:2][N:3]=[CH:4][C:5](=[O:7])[CH3:6].O=[C:9]([C:12]1[CH:17]=[CH:16][C:15]([CH2:18][CH2:19][CH3:20])=[CH:14][CH:13]=1)[CH:10]=[O:11].C(Cl)(Cl)Cl.CCCCCC.C(OCC)(=O)C. The catalyst is C(O)(=O)C. The product is [CH2:18]([C:15]1[CH:16]=[CH:17][C:12]([C:9]2[N:2]([CH3:1])[N:3]=[C:4]([C:5](=[O:7])[CH3:6])[C:10]=2[OH:11])=[CH:13][CH:14]=1)[CH2:19][CH3:20]. The yield is 0.0600. (7) The reactants are CCCCCC.C([Li])CCC.Br[C:13]1[CH:18]=[CH:17][C:16]([C:19]2[CH:24]=[CH:23][CH:22]=[CH:21][CH:20]=2)=[CH:15][CH:14]=1.[C:25]1([C:56]2[CH:61]=[CH:60][CH:59]=[CH:58][CH:57]=2)[CH:30]=[CH:29][C:28]([C:31]2[N:36]=[C:35]([C:37]3[CH:42]=[CH:41][C:40]([C:43]4[CH:48]=[CH:47][CH:46]=[CH:45][CH:44]=4)=[CH:39][CH:38]=3)[N:34]=[C:33]([C:49]3[CH:54]=[CH:53][C:52](Br)=[CH:51][CH:50]=3)[N:32]=2)=[CH:27][CH:26]=1. The catalyst is O1CCCC1.C1C=CC([P]([Pd]([P](C2C=CC=CC=2)(C2C=CC=CC=2)C2C=CC=CC=2)([P](C2C=CC=CC=2)(C2C=CC=CC=2)C2C=CC=CC=2)[P](C2C=CC=CC=2)(C2C=CC=CC=2)C2C=CC=CC=2)(C2C=CC=CC=2)C2C=CC=CC=2)=CC=1. The product is [C:25]1([C:56]2[CH:61]=[CH:60][CH:59]=[CH:58][CH:57]=2)[CH:30]=[CH:29][C:28]([C:31]2[N:36]=[C:35]([C:37]3[CH:42]=[CH:41][C:40]([C:43]4[CH:48]=[CH:47][CH:46]=[CH:45][CH:44]=4)=[CH:39][CH:38]=3)[N:34]=[C:33]([C:49]3[CH:54]=[CH:53][C:52]([C:22]4[CH:23]=[CH:24][C:19]([C:16]5[CH:17]=[CH:18][CH:13]=[CH:14][CH:15]=5)=[CH:20][CH:21]=4)=[CH:51][CH:50]=3)[N:32]=2)=[CH:27][CH:26]=1. The yield is 0.710. (8) The catalyst is CN(C=O)C.O. The product is [Cl:1][C:2]1[CH:13]=[C:12]([Cl:14])[CH:11]=[CH:10][C:3]=1[O:4][CH:5]([CH3:9])[C:6]([O:8][CH2:56][CH2:55][C:52]1[CH:53]=[CH:54][C:49]([F:48])=[CH:50][CH:51]=1)=[O:7]. The yield is 0.750. The reactants are [Cl:1][C:2]1[CH:13]=[C:12]([Cl:14])[CH:11]=[CH:10][C:3]=1[O:4][CH:5]([CH3:9])[C:6]([OH:8])=[O:7].F[P-](F)(F)(F)(F)F.N1(OC(N(C)C)=[N+](C)C)C2N=CC=CC=2N=N1.C(N(C(C)C)CC)(C)C.[F:48][C:49]1[CH:54]=[CH:53][C:52]([CH2:55][CH2:56]O)=[CH:51][CH:50]=1. (9) The reactants are S(=O)(=O)(O)O.[Br:6][C:7]1[CH:8]=[C:9]([CH2:13][CH2:14][NH:15][S:16]([C:19]2[CH:24]=[CH:23][C:22]([CH3:25])=[CH:21][CH:20]=2)(=[O:18])=[O:17])[CH:10]=[CH:11][CH:12]=1.[CH3:26]OCOC.C(Cl)Cl. The catalyst is C1(C)C=CC=CC=1.CCOCC. The product is [Br:6][C:7]1[CH:8]=[C:9]2[C:10](=[CH:11][CH:12]=1)[CH2:26][N:15]([S:16]([C:19]1[CH:20]=[CH:21][C:22]([CH3:25])=[CH:23][CH:24]=1)(=[O:18])=[O:17])[CH2:14][CH2:13]2. The yield is 0.900.